This data is from Reaction yield outcomes from USPTO patents with 853,638 reactions. The task is: Predict the reaction yield, written as a fraction of the theoretical maximum amount of product (1.0 means a 100% yield; for example, 0.34 means a 34% yield). (1) The reactants are [Br:1][C:2]1[CH:10]=[CH:9][CH:8]=[C:7]2[C:3]=1[C:4]([CH:11]=O)=[CH:5][NH:6]2.[H-].[H-].[H-].[H-].[Li+].[Al+3]. The catalyst is C1COCC1. The product is [Br:1][C:2]1[CH:10]=[CH:9][CH:8]=[C:7]2[C:3]=1[C:4]([CH3:11])=[CH:5][NH:6]2. The yield is 0.750. (2) The reactants are CN1CCOCC1.[Br:8][C:9]1[CH:14]=[CH:13][C:12]([C:15](=[O:33])[CH2:16][NH:17][C:18]([CH2:20][N:21]([CH2:29][C:30](O)=[O:31])[C:22]([O:24][C:25]([CH3:28])([CH3:27])[CH3:26])=[O:23])=[O:19])=[CH:11][CH:10]=1.CN(C(ON1N=NC2C=CC=NC1=2)=[N+](C)C)C.F[P-](F)(F)(F)(F)F.Cl.[CH3:59][O:60][C:61](=[O:67])[C@@H:62]([CH:64]([CH3:66])[CH3:65])[NH2:63]. The catalyst is CN(C)C=O. The product is [CH3:59][O:60][C:61](=[O:67])[CH:62]([NH:63][C:30](=[O:31])[CH2:29][N:21]([CH2:20][C:18](=[O:19])[NH:17][CH2:16][C:15]([C:12]1[CH:13]=[CH:14][C:9]([Br:8])=[CH:10][CH:11]=1)=[O:33])[C:22]([O:24][C:25]([CH3:27])([CH3:28])[CH3:26])=[O:23])[CH:64]([CH3:66])[CH3:65]. The yield is 0.870. (3) The reactants are Cl[C:2]1[N:3]=[C:4]([NH:11][C:12]2[CH:17]=[C:16]([N:18]3[CH2:22][CH2:21][CH2:20][C@@H:19]3[CH3:23])[CH:15]=[C:14](OC)[CH:13]=2)[C:5]2[N:10]=[CH:9][S:8][C:6]=2[N:7]=1.CC1(C)C(C)(C)OB([C:34]2[CH:42]=[CH:41][C:37]([C:38]([NH2:40])=[O:39])=[CH:36][CH:35]=2)O1.CC(C1C=C(C(C)C)C(C2C=CC=CC=2P(C2CCCCC2)C2CCCCC2)=C(C(C)C)C=1)C.C([O-])([O-])=O.[Na+].[Na+]. The catalyst is O1CCOCC1.O.C1C=CC(/C=C/C(/C=C/C2C=CC=CC=2)=O)=CC=1.C1C=CC(/C=C/C(/C=C/C2C=CC=CC=2)=O)=CC=1.C1C=CC(/C=C/C(/C=C/C2C=CC=CC=2)=O)=CC=1.[Pd].[Pd]. The product is [CH3:23][C@H:19]1[CH2:20][CH2:21][CH2:22][N:18]1[C:16]1[CH:17]=[C:12]([NH:11][C:4]2[C:5]3[N:10]=[CH:9][S:8][C:6]=3[N:7]=[C:2]([C:34]3[CH:42]=[CH:41][C:37]([C:38]([NH2:40])=[O:39])=[CH:36][CH:35]=3)[N:3]=2)[CH:13]=[CH:14][CH:15]=1. The yield is 0.210. (4) The reactants are [F:1][C:2]([F:30])([F:29])[C:3]1[CH:4]=[C:5]([CH:22]=[C:23]([C:25]([F:28])([F:27])[F:26])[CH:24]=1)[CH2:6][O:7][CH2:8][C@H:9]1[C@H:14]([C:15]2[CH:20]=[CH:19][C:18]([F:21])=[CH:17][CH:16]=2)[CH2:13][CH2:12][NH:11][CH2:10]1.Br[CH2:32][C:33]#[N:34].C(=O)([O-])[O-].[K+].[K+]. The catalyst is C(#N)C. The product is [F:28][C:25]([F:26])([F:27])[C:23]1[CH:22]=[C:5]([CH:4]=[C:3]([C:2]([F:1])([F:29])[F:30])[CH:24]=1)[CH2:6][O:7][CH2:8][C@H:9]1[C@H:14]([C:15]2[CH:16]=[CH:17][C:18]([F:21])=[CH:19][CH:20]=2)[CH2:13][CH2:12][N:11]([CH2:32][C:33]#[N:34])[CH2:10]1. The yield is 0.997. (5) The reactants are C(N1C2=CC=C3C(N=C(C(C)C)N(C4C=CC(Cl)=CC=4)C3=O)=C2C=CC1)(=O)C.[Cl:29][C:30]1[CH:35]=[CH:34][C:33]([N:36]2[C:45](=[O:46])[C:44]3[C:39](=[C:40](C=C)[C:41]([N:47]([CH2:51][C:52]([CH3:54])=[CH2:53])[C:48](=[O:50])[CH3:49])=[CH:42][CH:43]=3)[N:38]=[C:37]2[CH:57]([CH3:59])[CH3:58])=[CH:32][CH:31]=1. No catalyst specified. The product is [C:48]([N:47]1[C:41]2=[CH:42][CH:43]=[C:44]3[C:39]([N:38]=[C:37]([CH:57]([CH3:58])[CH3:59])[N:36]([C:33]4[CH:32]=[CH:31][C:30]([Cl:29])=[CH:35][CH:34]=4)[C:45]3=[O:46])=[C:40]2[CH:54]=[C:52]([CH3:53])[CH2:51]1)(=[O:50])[CH3:49]. The yield is 0.420. (6) The reactants are [CH:1]1([O:6][C:7]2[CH:8]=[C:9]([CH:13]=[CH:14][CH:15]=2)[C:10]([OH:12])=O)[CH2:5][CH2:4][CH2:3][CH2:2]1.[NH2:16][C@@H:17]1[C@H:21]2[O:22][CH2:23][C@H:24]([NH:25][C:26]([CH:28]3[CH2:30][CH2:29]3)=[O:27])[C@H:20]2[O:19][CH2:18]1. No catalyst specified. The product is [CH:1]1([O:6][C:7]2[CH:8]=[C:9]([CH:13]=[CH:14][CH:15]=2)[C:10]([NH:16][C@H:17]2[CH2:18][O:19][C@@H:20]3[C@@H:24]([NH:25][C:26]([CH:28]4[CH2:29][CH2:30]4)=[O:27])[CH2:23][O:22][C@H:21]23)=[O:12])[CH2:2][CH2:3][CH2:4][CH2:5]1. The yield is 0.489.